Task: Predict which catalyst facilitates the given reaction.. Dataset: Catalyst prediction with 721,799 reactions and 888 catalyst types from USPTO (1) Reactant: [Si:1]([O:8][CH2:9][CH2:10][C:11]1[N:15]([CH2:16][C:17]2[CH:24]=[CH:23][CH:22]=[CH:21][C:18]=2[C:19]#[N:20])[CH:14]=[N:13][CH:12]=1)([C:4]([CH3:7])([CH3:6])[CH3:5])([CH3:3])[CH3:2].[Li+].C[Si]([N-][Si](C)(C)C)(C)C.[CH3:35][C:36]([CH3:38])=[O:37]. Product: [Si:1]([O:8][CH2:9][CH2:10][C:11]1[N:15]([CH:16]([C:17]2[CH:24]=[CH:23][CH:22]=[CH:21][C:18]=2[C:19]#[N:20])[C:36]([OH:37])([CH3:38])[CH3:35])[CH:14]=[N:13][CH:12]=1)([C:4]([CH3:7])([CH3:5])[CH3:6])([CH3:3])[CH3:2]. The catalyst class is: 1. (2) Reactant: [NH2:1][C:2](=[N:30][O:31][C:32]([C:34]1[CH:43]=[CH:42][C:37]([C:38]([O:40][CH3:41])=[O:39])=[CH:36][CH:35]=1)=O)[N:3]1[CH2:8][CH2:7][CH:6]([O:9][CH2:10][C:11]2[C:12]([C:19]3[CH:24]=[CH:23][CH:22]=[CH:21][C:20]=3[O:25][C:26]([F:29])([F:28])[F:27])=[N:13][O:14][C:15]=2[CH:16]2[CH2:18][CH2:17]2)[CH2:5][CH2:4]1.C([O-])(=O)C.[Na+]. Product: [CH:16]1([C:15]2[O:14][N:13]=[C:12]([C:19]3[CH:24]=[CH:23][CH:22]=[CH:21][C:20]=3[O:25][C:26]([F:28])([F:27])[F:29])[C:11]=2[CH2:10][O:9][CH:6]2[CH2:5][CH2:4][N:3]([C:2]3[N:1]=[C:32]([C:34]4[CH:43]=[CH:42][C:37]([C:38]([O:40][CH3:41])=[O:39])=[CH:36][CH:35]=4)[O:31][N:30]=3)[CH2:8][CH2:7]2)[CH2:17][CH2:18]1. The catalyst class is: 162. (3) Reactant: [CH3:1][O:2][C:3]1[N:4]=[C:5]([CH3:11])[S:6][C:7]=1[C:8]([OH:10])=O.O1CCCC1.C(Cl)(=O)C(Cl)=O.[NH2:23][C:24]1[CH:25]=[C:26]([CH:43]=[CH:44][C:45]=1[F:46])[O:27][C:28]1[CH:29]=[CH:30][C:31]2[N:32]([CH:34]=[C:35]([NH:37][C:38]([CH:40]3[CH2:42][CH2:41]3)=[O:39])[N:36]=2)[N:33]=1. Product: [CH:40]1([C:38]([NH:37][C:35]2[N:36]=[C:31]3[CH:30]=[CH:29][C:28]([O:27][C:26]4[CH:43]=[CH:44][C:45]([F:46])=[C:24]([NH:23][C:8]([C:7]5[S:6][C:5]([CH3:11])=[N:4][C:3]=5[O:2][CH3:1])=[O:10])[CH:25]=4)=[N:33][N:32]3[CH:34]=2)=[O:39])[CH2:41][CH2:42]1. The catalyst class is: 402.